This data is from Reaction yield outcomes from USPTO patents with 853,638 reactions. The task is: Predict the reaction yield, written as a fraction of the theoretical maximum amount of product (1.0 means a 100% yield; for example, 0.34 means a 34% yield). (1) The reactants are [Cl:1][C:2]1[CH:10]=[C:9]2[C:5]([C:6]([C:11]([O:13]C)=[O:12])=[CH:7][NH:8]2)=[CH:4][C:3]=1[C:15]1[CH:20]=[CH:19][C:18]([O:21][CH2:22][CH2:23][N:24]2[CH2:29][CH2:28][NH:27][CH2:26][CH2:25]2)=[CH:17][CH:16]=1.[OH-].[Na+]. The catalyst is CO. The product is [Cl:1][C:2]1[CH:10]=[C:9]2[C:5]([C:6]([C:11]([OH:13])=[O:12])=[CH:7][NH:8]2)=[CH:4][C:3]=1[C:15]1[CH:16]=[CH:17][C:18]([O:21][CH2:22][CH2:23][N:24]2[CH2:25][CH2:26][NH:27][CH2:28][CH2:29]2)=[CH:19][CH:20]=1. The yield is 0.110. (2) The reactants are [CH2:1]([C@@H:8]1[CH2:12][O:11][C:10](=[O:13])[N:9]1[C:14](=[O:19])[CH2:15][CH2:16][CH:17]=[CH2:18])[C:2]1[CH:7]=[CH:6][CH:5]=[CH:4][CH:3]=1.[Li+].CC([N-]C(C)C)C.Br[CH2:29][C:30]1[C:35]([Cl:36])=[CH:34][C:33]([O:37][CH3:38])=[CH:32][C:31]=1[Cl:39]. The catalyst is C1COCC1.O.CCOCC. The product is [CH2:1]([CH:8]1[CH2:12][O:11][C:10](=[O:13])[N:9]1[C:14](=[O:19])[C@H:15]([CH2:29][C:30]1[C:31]([Cl:39])=[CH:32][C:33]([O:37][CH3:38])=[CH:34][C:35]=1[Cl:36])[CH2:16][CH:17]=[CH2:18])[C:2]1[CH:3]=[CH:4][CH:5]=[CH:6][CH:7]=1. The yield is 0.760. (3) The product is [OH:11][CH2:10][C@@H:9]([NH:8][C:6](=[O:7])[O:5][C:1]([CH3:4])([CH3:3])[CH3:2])[C@H:13]([O:15][CH3:16])[CH3:14]. The reactants are [C:1]([O:5][C:6]([NH:8][C@@H:9]([C@H:13]([O:15][CH3:16])[CH3:14])[C:10](O)=[O:11])=[O:7])([CH3:4])([CH3:3])[CH3:2].ClC(OCC(C)C)=O.CN1CCOCC1.[BH4-].[Na+]. The yield is 0.850. The catalyst is C1COCC1.O.